This data is from Forward reaction prediction with 1.9M reactions from USPTO patents (1976-2016). The task is: Predict the product of the given reaction. (1) Given the reactants C([Li])CCC.[C:6]([O:10][CH2:11][CH3:12])(=[O:9])[C:7]#[CH:8].[O:13]=[C:14]1[CH2:19][CH2:18][N:17]([C:20]([O:22][C:23]([CH3:26])([CH3:25])[CH3:24])=[O:21])[CH2:16][CH2:15]1.C(O)(=O)C, predict the reaction product. The product is: [CH2:11]([O:10][C:6](=[O:9])[C:7]#[C:8][C:14]1([OH:13])[CH2:15][CH2:16][N:17]([C:20]([O:22][C:23]([CH3:25])([CH3:24])[CH3:26])=[O:21])[CH2:18][CH2:19]1)[CH3:12]. (2) Given the reactants O=[C:2]([NH:21][CH2:22][CH:23]=[CH2:24])[CH2:3][CH2:4][CH2:5][CH2:6][CH2:7][CH2:8][CH2:9][NH:10][C:11](=[O:20])[O:12][CH2:13][C:14]1[CH:19]=[CH:18][CH:17]=[CH:16][CH:15]=1.CC(C[AlH]CC(C)C)C, predict the reaction product. The product is: [CH2:22]([NH:21][CH2:2][CH2:3][CH2:4][CH2:5][CH2:6][CH2:7][CH2:8][CH2:9][NH:10][C:11](=[O:20])[O:12][CH2:13][C:14]1[CH:15]=[CH:16][CH:17]=[CH:18][CH:19]=1)[CH:23]=[CH2:24].